The task is: Regression. Given two drug SMILES strings and cell line genomic features, predict the synergy score measuring deviation from expected non-interaction effect.. This data is from NCI-60 drug combinations with 297,098 pairs across 59 cell lines. (1) Drug 1: C1=CC(=CC=C1CCCC(=O)O)N(CCCl)CCCl. Drug 2: C1=NC2=C(N=C(N=C2N1C3C(C(C(O3)CO)O)O)F)N. Cell line: NCIH23. Synergy scores: CSS=41.0, Synergy_ZIP=-7.41, Synergy_Bliss=-9.10, Synergy_Loewe=-8.93, Synergy_HSA=-8.29. (2) Drug 1: C1CN1C2=NC(=NC(=N2)N3CC3)N4CC4. Drug 2: CCC1(C2=C(COC1=O)C(=O)N3CC4=CC5=C(C=CC(=C5CN(C)C)O)N=C4C3=C2)O.Cl. Cell line: NCI-H460. Synergy scores: CSS=82.8, Synergy_ZIP=2.45, Synergy_Bliss=0.991, Synergy_Loewe=2.50, Synergy_HSA=4.71. (3) Drug 1: CC12CCC3C(C1CCC2=O)CC(=C)C4=CC(=O)C=CC34C. Drug 2: CC1C(C(=O)NC(C(=O)N2CCCC2C(=O)N(CC(=O)N(C(C(=O)O1)C(C)C)C)C)C(C)C)NC(=O)C3=C4C(=C(C=C3)C)OC5=C(C(=O)C(=C(C5=N4)C(=O)NC6C(OC(=O)C(N(C(=O)CN(C(=O)C7CCCN7C(=O)C(NC6=O)C(C)C)C)C)C(C)C)C)N)C. Cell line: EKVX. Synergy scores: CSS=38.2, Synergy_ZIP=1.71, Synergy_Bliss=1.67, Synergy_Loewe=1.50, Synergy_HSA=1.28. (4) Drug 1: CS(=O)(=O)C1=CC(=C(C=C1)C(=O)NC2=CC(=C(C=C2)Cl)C3=CC=CC=N3)Cl. Drug 2: COC1=C2C(=CC3=C1OC=C3)C=CC(=O)O2. Cell line: UACC-257. Synergy scores: CSS=1.52, Synergy_ZIP=1.22, Synergy_Bliss=4.09, Synergy_Loewe=1.83, Synergy_HSA=1.50. (5) Drug 1: CCCS(=O)(=O)NC1=C(C(=C(C=C1)F)C(=O)C2=CNC3=C2C=C(C=N3)C4=CC=C(C=C4)Cl)F. Drug 2: C1C(C(OC1N2C=NC(=NC2=O)N)CO)O. Cell line: SK-OV-3. Synergy scores: CSS=-1.35, Synergy_ZIP=0.820, Synergy_Bliss=0.684, Synergy_Loewe=-0.617, Synergy_HSA=-0.991.